This data is from Reaction yield outcomes from USPTO patents with 853,638 reactions. The task is: Predict the reaction yield, written as a fraction of the theoretical maximum amount of product (1.0 means a 100% yield; for example, 0.34 means a 34% yield). The reactants are [C:1]([C:3]1[C:11]2[S:10][C:9]([NH:12][C:13]([CH:15]3CC3)=[O:14])=[N:8][C:7]=2[CH:6]=[CH:5][C:4]=1[O:18][C:19]1[CH:20]=[C:21]([NH:25][C:26](=[O:38])[C:27]2[CH:32]=[CH:31][CH:30]=[C:29]([C:33]([C:36]#[N:37])([CH3:35])[CH3:34])[CH:28]=2)[CH:22]=[CH:23][CH:24]=1)#[N:2].C(Cl)(=O)C. The catalyst is N1C=CC=CC=1. The product is [C:13]([NH:12][C:9]1[S:10][C:11]2[C:3]([C:1]#[N:2])=[C:4]([O:18][C:19]3[CH:20]=[C:21]([NH:25][C:26](=[O:38])[C:27]4[CH:32]=[CH:31][CH:30]=[C:29]([C:33]([C:36]#[N:37])([CH3:35])[CH3:34])[CH:28]=4)[CH:22]=[CH:23][CH:24]=3)[CH:5]=[CH:6][C:7]=2[N:8]=1)(=[O:14])[CH3:15]. The yield is 0.580.